This data is from Forward reaction prediction with 1.9M reactions from USPTO patents (1976-2016). The task is: Predict the product of the given reaction. (1) Given the reactants [Br:1][C:2]1[CH:3]=[C:4]2[C:8](=[CH:9][CH:10]=1)[CH:7](Cl)[CH2:6][CH2:5]2.C(=O)([O-])[O-].[Na+].[Na+].[N:18]1([C:24]([O:26][C:27]([CH3:30])([CH3:29])[CH3:28])=[O:25])[CH2:23][CH2:22][NH:21][CH2:20][CH2:19]1, predict the reaction product. The product is: [Br:1][C:2]1[CH:3]=[C:4]2[C:8](=[CH:9][CH:10]=1)[CH:7]([N:21]1[CH2:20][CH2:19][N:18]([C:24]([O:26][C:27]([CH3:30])([CH3:29])[CH3:28])=[O:25])[CH2:23][CH2:22]1)[CH2:6][CH2:5]2. (2) Given the reactants [CH:1]1([N:7]([CH3:17])[C:8]2[N:13]=[CH:12][N:11]=[C:10]([C:14]([OH:16])=O)[CH:9]=2)[CH2:6][CH2:5][CH2:4][CH2:3][CH2:2]1.[NH2:18][C:19]1[CH:24]=[CH:23][C:22]([S:25]([NH2:28])(=[O:27])=[O:26])=[CH:21][CH:20]=1, predict the reaction product. The product is: [NH2:28][S:25]([C:22]1[CH:21]=[CH:20][C:19]([NH:18][C:14]([C:10]2[CH:9]=[C:8]([N:7]([CH:1]3[CH2:2][CH2:3][CH2:4][CH2:5][CH2:6]3)[CH3:17])[N:13]=[CH:12][N:11]=2)=[O:16])=[CH:24][CH:23]=1)(=[O:26])=[O:27].